Dataset: Full USPTO retrosynthesis dataset with 1.9M reactions from patents (1976-2016). Task: Predict the reactants needed to synthesize the given product. (1) Given the product [NH:7]1[CH2:12][CH2:11][CH2:10][N:9]2[CH2:13][CH2:14][CH2:15][CH:8]12, predict the reactants needed to synthesize it. The reactants are: COC(C)(C)C.[N:7]1[CH2:12][CH2:11][CH2:10][N:9]2[CH2:13][CH2:14][CH2:15][C:8]=12.[H-].[Al+3].[Li+].[H-].[H-].[H-].[OH-].[Na+]. (2) Given the product [Cl:1][C:2]1[N:7]=[C:6]([NH:29][C:26]2[CH:27]=[CH:28][C:23]([O:22][CH3:21])=[CH:24][CH:25]=2)[C:5]([N+:9]([O-:11])=[O:10])=[CH:4][N:3]=1, predict the reactants needed to synthesize it. The reactants are: [Cl:1][C:2]1[N:7]=[C:6](Cl)[C:5]([N+:9]([O-:11])=[O:10])=[CH:4][N:3]=1.C(N(C(C)C)C(C)C)C.[CH3:21][O:22][C:23]1[CH:28]=[CH:27][C:26]([NH2:29])=[CH:25][CH:24]=1. (3) Given the product [Cl:12][C:10]1[C:9]2[C:4](=[CH:5][CH:6]=[CH:7][CH:8]=2)[N:3]=[C:2]([C:15]2[CH:16]=[CH:17][CH:18]=[CH:19][C:14]=2[OH:13])[CH:11]=1, predict the reactants needed to synthesize it. The reactants are: Cl[C:2]1[CH:11]=[C:10]([Cl:12])[C:9]2[C:4](=[CH:5][CH:6]=[CH:7][CH:8]=2)[N:3]=1.[OH:13][C:14]1[CH:19]=[CH:18][CH:17]=[CH:16][C:15]=1B(O)O.C(=O)([O-])[O-].[Na+].[Na+].C1(C)C=CC=CC=1. (4) Given the product [Cl:45][C:46]1[CH:54]=[C:53]2[C:49]([CH:50]=[C:51]([C:55]([NH:25][CH2:26][C:27]3[CH:32]=[CH:31][C:30]([Cl:33])=[C:29]([O:34][C:35]4[CH:36]=[C:37]([C:38]#[N:39])[CH:40]=[C:41]([Cl:43])[CH:42]=4)[C:28]=3[F:44])=[O:56])[NH:52]2)=[CH:48][CH:47]=1, predict the reactants needed to synthesize it. The reactants are: CN(C(ON1N=NC2C=CC=NC1=2)=[N+](C)C)C.F[P-](F)(F)(F)(F)F.[NH2:25][CH2:26][C:27]1[C:28]([F:44])=[C:29]([O:34][C:35]2[CH:36]=[C:37]([CH:40]=[C:41]([Cl:43])[CH:42]=2)[C:38]#[N:39])[C:30]([Cl:33])=[CH:31][CH:32]=1.[Cl:45][C:46]1[CH:54]=[C:53]2[C:49]([CH:50]=[C:51]([C:55](O)=[O:56])[NH:52]2)=[CH:48][CH:47]=1.CCN(C(C)C)C(C)C. (5) Given the product [Si:73]([O:80][CH2:81][CH:82]1[CH2:87][CH2:86][C:85]([C:88]([N:29]2[CH2:30][CH2:31][C@@:27]([S:24]([C:21]3[CH:22]=[CH:23][C:18]([F:17])=[C:19]([CH3:48])[CH:20]=3)(=[O:25])=[O:26])([C:32]3[CH:33]=[CH:34][C:35]([C:38]([F:47])([C:39]([F:42])([F:41])[F:40])[C:43]([F:44])([F:45])[F:46])=[CH:36][CH:37]=3)[CH2:28]2)=[O:89])([O:91][CH3:92])[CH2:84][CH2:83]1)([C:76]([CH3:79])([CH3:78])[CH3:77])([CH3:75])[CH3:74], predict the reactants needed to synthesize it. The reactants are: CCN(C(C)C)C(C)C.FC(F)(F)C(O)=O.[F:17][C:18]1[CH:23]=[CH:22][C:21]([S:24]([C@@:27]2([C:32]3[CH:37]=[CH:36][C:35]([C:38]([F:47])([C:43]([F:46])([F:45])[F:44])[C:39]([F:42])([F:41])[F:40])=[CH:34][CH:33]=3)[CH2:31][CH2:30][NH:29][CH2:28]2)(=[O:26])=[O:25])=[CH:20][C:19]=1[CH3:48].F[P-](F)(F)(F)(F)F.CN(C(N(C)C)=[N+]1C2C(=NC=CC=2)[N+]([O-])=N1)C.[Si:73]([O:80][CH2:81][CH:82]1[CH2:87][CH2:86][C:85]([O:91][CH3:92])([C:88](O)=[O:89])[CH2:84][CH2:83]1)([C:76]([CH3:79])([CH3:78])[CH3:77])([CH3:75])[CH3:74]. (6) Given the product [NH2:14][C:15]1[CH:25]=[C:24]([CH:26]=[O:27])[C:23]([CH2:31][CH3:32])=[CH:22][C:16]=1[C:17]([O:19][CH2:20][CH3:21])=[O:18], predict the reactants needed to synthesize it. The reactants are: CN1CCCC1=O.O.S(=O)(=O)(O)O.[NH2:14][C:15]1[CH:25]=[C:24]([CH:26]2OCC[O:27]2)[C:23]([CH2:31][CH3:32])=[CH:22][C:16]=1[C:17]([O:19][CH2:20][CH3:21])=[O:18]. (7) Given the product [CH3:22][N:19]1[CH2:20][CH2:21][CH:16]([CH2:15][O:14][C:8]2[CH:7]=[C:6]3[C:11]([C:2]([OH:30])=[N:3][CH:4]=[N:5]3)=[CH:10][C:9]=2[OH:12])[CH2:17][CH2:18]1, predict the reactants needed to synthesize it. The reactants are: Cl[C:2]1[C:11]2[C:6](=[CH:7][C:8]([O:14][CH2:15][CH:16]3[CH2:21][CH2:20][N:19]([CH3:22])[CH2:18][CH2:17]3)=[C:9]([O:12]C)[CH:10]=2)[N:5]=[CH:4][N:3]=1.NC(C(O)=[O:30])CCSC.[OH-].[Na+]. (8) Given the product [ClH:57].[NH2:48][CH2:47][C@H:44]1[CH2:45][CH2:46][C@H:41]([C:39]([NH:38][C@@H:12]([CH2:13][C:14]2[CH:15]=[CH:16][C:17]([C:20]3[CH:25]=[CH:24][C:23]([C:26]([N:28]4[CH2:32][CH2:31][CH:30]5[CH2:33][NH:34][C:35](=[O:36])[CH:29]45)=[O:27])=[CH:22][C:21]=3[CH3:37])=[CH:18][CH:19]=2)[C:11]([NH:10][C:7]2[CH:8]=[C:9]3[C:4]([CH:3]=[N:2][NH:1]3)=[CH:5][CH:6]=2)=[O:56])=[O:40])[CH2:42][CH2:43]1, predict the reactants needed to synthesize it. The reactants are: [NH:1]1[C:9]2[C:4](=[CH:5][CH:6]=[C:7]([NH:10][C:11](=[O:56])[C@@H:12]([NH:38][C:39]([C@H:41]3[CH2:46][CH2:45][C@H:44]([CH2:47][NH:48]C(=O)OC(C)(C)C)[CH2:43][CH2:42]3)=[O:40])[CH2:13][C:14]3[CH:19]=[CH:18][C:17]([C:20]4[CH:25]=[CH:24][C:23]([C:26]([N:28]5[CH2:32][CH2:31][CH:30]6[CH2:33][NH:34][C:35](=[O:36])[CH:29]56)=[O:27])=[CH:22][C:21]=4[CH3:37])=[CH:16][CH:15]=3)[CH:8]=2)[CH:3]=[N:2]1.[ClH:57].